This data is from Full USPTO retrosynthesis dataset with 1.9M reactions from patents (1976-2016). The task is: Predict the reactants needed to synthesize the given product. Given the product [NH2:1][C:4]1[CH:5]=[C:6]([CH2:15][CH2:16][CH2:17][NH:18][C:19](=[O:25])[O:20][C:21]([CH3:23])([CH3:22])[CH3:24])[CH:7]=[C:8]([C:10]2[O:14][CH:13]=[N:12][CH:11]=2)[CH:9]=1, predict the reactants needed to synthesize it. The reactants are: [N+:1]([C:4]1[CH:5]=[C:6]([C:15]#[C:16][CH2:17][NH:18][C:19](=[O:25])[O:20][C:21]([CH3:24])([CH3:23])[CH3:22])[CH:7]=[C:8]([C:10]2[O:14][CH:13]=[N:12][CH:11]=2)[CH:9]=1)([O-])=O.NC1C=CC(CCCNC(=O)OC(C)(C)C)=C(C2OC=NC=2)C=1.